From a dataset of Full USPTO retrosynthesis dataset with 1.9M reactions from patents (1976-2016). Predict the reactants needed to synthesize the given product. (1) The reactants are: [CH:1]1([CH2:4][N:5]2[CH2:30][CH2:29][C@:12]34[C:13]5[C:14]6[O:28][C@H:11]3[C:10]([O:33][CH3:34])([O:31][CH3:32])[CH2:9][CH2:8][C@@:7]4([OH:35])[C@H:6]2[CH2:19][C:18]=5[CH:17]=[CH:16][C:15]=6[O:20][CH2:21][C:22]2[CH:27]=[CH:26][CH:25]=[CH:24][CH:23]=2)[CH2:3][CH2:2]1.[H-].[Na+].[CH:38]1([CH2:41]Br)[CH2:40][CH2:39]1. Given the product [CH:1]1([CH2:4][N:5]2[CH2:30][CH2:29][C@:12]34[C:13]5[C:14]6[O:28][C@H:11]3[C:10]([O:31][CH3:32])([O:33][CH3:34])[CH2:9][CH2:8][C@@:7]4([O:35][CH2:41][CH:38]3[CH2:40][CH2:39]3)[C@H:6]2[CH2:19][C:18]=5[CH:17]=[CH:16][C:15]=6[O:20][CH2:21][C:22]2[CH:23]=[CH:24][CH:25]=[CH:26][CH:27]=2)[CH2:3][CH2:2]1, predict the reactants needed to synthesize it. (2) Given the product [Cl:1][CH2:2][CH2:3][CH2:4][O:5][C:6]1[C:15]2[C:10](=[CH:11][CH:12]=[CH:13][CH:14]=2)[C:9]([NH:16][C:21](=[O:22])[C:20]2[CH:24]=[C:25]([N:27]3[CH2:28][CH2:29][CH2:30][CH2:31][CH2:32]3)[CH:26]=[C:18]([F:17])[CH:19]=2)=[CH:8][CH:7]=1, predict the reactants needed to synthesize it. The reactants are: [Cl:1][CH2:2][CH2:3][CH2:4][O:5][C:6]1[C:15]2[C:10](=[CH:11][CH:12]=[CH:13][CH:14]=2)[C:9]([NH2:16])=[CH:8][CH:7]=1.[F:17][C:18]1[CH:19]=[C:20]([CH:24]=[C:25]([N:27]2[CH2:32][CH2:31][CH2:30][CH2:29][CH2:28]2)[CH:26]=1)[C:21](O)=[O:22].CN(C(ON1N=NC2C=CC=CC1=2)=[N+](C)C)C.F[P-](F)(F)(F)(F)F.CCN(C(C)C)C(C)C. (3) Given the product [NH2:26][C:27]1[N:28]=[CH:29][C:30]([C:2]2[N:3]=[C:4]([N:20]3[CH2:25][CH2:24][O:23][CH2:22][CH2:21]3)[C:5]3[S:10][C:9]([C:11]4[CH:12]=[C:13]([CH:17]=[CH:18][CH:19]=4)[C:14]([OH:16])=[O:15])=[CH:8][C:6]=3[N:7]=2)=[CH:31][CH:32]=1, predict the reactants needed to synthesize it. The reactants are: Cl[C:2]1[N:3]=[C:4]([N:20]2[CH2:25][CH2:24][O:23][CH2:22][CH2:21]2)[C:5]2[S:10][C:9]([C:11]3[CH:12]=[C:13]([CH:17]=[CH:18][CH:19]=3)[C:14]([OH:16])=[O:15])=[CH:8][C:6]=2[N:7]=1.[NH2:26][C:27]1[CH:32]=[CH:31][C:30](B2OC(C)(C)C(C)(C)O2)=[CH:29][N:28]=1. (4) Given the product [F:8][CH:9]([CH2:23][CH2:24][N:25]1[CH:30]=[CH:29][C:28]([CH2:31][O:7][C:1]2[CH:6]=[CH:5][CH:4]=[CH:3][CH:2]=2)=[CH:27][C:26]1=[O:33])[CH2:10][N:11]1[CH:15]=[C:14]([C:16]([O:18][C:19]([CH3:20])([CH3:22])[CH3:21])=[O:17])[N:13]=[N:12]1, predict the reactants needed to synthesize it. The reactants are: [C:1]1([OH:7])[CH:6]=[CH:5][CH:4]=[CH:3][CH:2]=1.[F:8][CH:9]([CH2:23][CH2:24][N:25]1[CH:30]=[CH:29][C:28]([CH2:31]O)=[CH:27][C:26]1=[O:33])[CH2:10][N:11]1[CH:15]=[C:14]([C:16]([O:18][C:19]([CH3:22])([CH3:21])[CH3:20])=[O:17])[N:13]=[N:12]1.N(C(OC(C)(C)C)=O)NC(OC(C)(C)C)=O.C1(P(C2C=CC=CC=2)C2C=CC=CC=2)C=CC=CC=1.